This data is from CYP3A4 inhibition data for predicting drug metabolism from PubChem BioAssay. The task is: Regression/Classification. Given a drug SMILES string, predict its absorption, distribution, metabolism, or excretion properties. Task type varies by dataset: regression for continuous measurements (e.g., permeability, clearance, half-life) or binary classification for categorical outcomes (e.g., BBB penetration, CYP inhibition). Dataset: cyp3a4_veith. The molecule is O=C(CSc1nnc2c3ccccc3c3ccccc3c2n1)Nc1ccccc1F. The result is 0 (non-inhibitor).